From a dataset of Catalyst prediction with 721,799 reactions and 888 catalyst types from USPTO. Predict which catalyst facilitates the given reaction. (1) Reactant: Cl.[NH2:2][CH2:3][CH2:4][NH:5][C:6]([C:8]1[N:9]=[CH:10][C:11]([CH3:15])=[N+:12]([O-:14])[CH:13]=1)=[O:7].[C:16](O)(=[O:36])[CH2:17][CH2:18][CH2:19]/[CH:20]=[CH:21]\[CH2:22]/[CH:23]=[CH:24]\[CH2:25]/[CH:26]=[CH:27]\[CH2:28]/[CH:29]=[CH:30]\[CH2:31]/[CH:32]=[CH:33]\[CH2:34][CH3:35].CN(C(ON1N=NC2C=CC=NC1=2)=[N+](C)C)C.F[P-](F)(F)(F)(F)F.CCN(C(C)C)C(C)C. Product: [C:16]([NH:2][CH2:3][CH2:4][NH:5][C:6]([C:8]1[N:9]=[CH:10][C:11]([CH3:15])=[N+:12]([O-:14])[CH:13]=1)=[O:7])(=[O:36])[CH2:17][CH2:18][CH2:19]/[CH:20]=[CH:21]\[CH2:22]/[CH:23]=[CH:24]\[CH2:25]/[CH:26]=[CH:27]\[CH2:28]/[CH:29]=[CH:30]\[CH2:31]/[CH:32]=[CH:33]\[CH2:34][CH3:35]. The catalyst class is: 31. (2) Reactant: C(O)(C(F)(F)F)=O.[CH2:8]([O:15][P:16]([O:26][CH2:27][CH2:28][O:29][CH2:30][CH2:31][O:32][CH2:33][C:34]([CH3:43])([CH3:42])[C:35]([O:37]C(C)(C)C)=[O:36])([O:18][CH2:19][C:20]1[CH:25]=[CH:24][CH:23]=[CH:22][CH:21]=1)=[O:17])[C:9]1[CH:14]=[CH:13][CH:12]=[CH:11][CH:10]=1. Product: [CH2:8]([O:15][P:16]([O:26][CH2:27][CH2:28][O:29][CH2:30][CH2:31][O:32][CH2:33][C:34]([CH3:43])([CH3:42])[C:35]([OH:37])=[O:36])([O:18][CH2:19][C:20]1[CH:25]=[CH:24][CH:23]=[CH:22][CH:21]=1)=[O:17])[C:9]1[CH:10]=[CH:11][CH:12]=[CH:13][CH:14]=1. The catalyst class is: 2. (3) Reactant: [O-:1][C:2]#[N:3].[K+].Cl.[NH2:6][CH2:7][C:8]([C:10]1[CH:15]=[CH:14][CH:13]=[CH:12][CH:11]=1)=O.Cl. Product: [C:10]1([C:8]2[CH:7]=[N:6][C:2](=[O:1])[N:3]=2)[CH:15]=[CH:14][CH:13]=[CH:12][CH:11]=1. The catalyst class is: 6. (4) Reactant: [Br:1][C:2]1[CH:3]=[C:4]([O:20][C:21]2[CH:26]=[CH:25][CH:24]=[CH:23][CH:22]=2)[C:5]([NH:8][C:9]2[S:10][CH:11]=[C:12]([CH2:14][CH2:15][C:16]([NH:18][NH2:19])=[O:17])[N:13]=2)=[N:6][CH:7]=1.C1N=CN([C:32](N2C=NC=C2)=[O:33])C=1. Product: [Br:1][C:2]1[CH:3]=[C:4]([O:20][C:21]2[CH:26]=[CH:25][CH:24]=[CH:23][CH:22]=2)[C:5]([NH:8][C:9]2[S:10][CH:11]=[C:12]([CH2:14][CH2:15][C:16]3[O:17][C:32]([OH:33])=[N:19][N:18]=3)[N:13]=2)=[N:6][CH:7]=1. The catalyst class is: 1. (5) The catalyst class is: 5. Product: [NH2:5][C@H:6]([C:11]1[CH:12]=[CH:13][C:14]([F:17])=[CH:15][CH:16]=1)[C:7]([CH3:9])([OH:10])[CH3:8]. Reactant: FC(F)(F)C([NH:5][C@H:6]([C:11]1[CH:16]=[CH:15][C:14]([F:17])=[CH:13][CH:12]=1)[C:7]([OH:10])([CH3:9])[CH3:8])=O.[OH-].[K+].O. (6) Reactant: [ClH:1].[C:2]1([N:8]([CH2:31][CH2:32][C:33]([O:35][CH2:36][CH3:37])=[O:34])[C:9]([C:11]2[CH:12]=[CH:13][C:14]3[S:18][C:17]([CH2:19][S:20][C:21]4[CH:26]=[CH:25][C:24]([C:27](=[NH:29])[NH2:28])=[CH:23][CH:22]=4)=[N:16][C:15]=3[CH:30]=2)=[O:10])[CH:7]=[CH:6][CH:5]=[CH:4][CH:3]=1.[OH:38]O. Product: [ClH:1].[C:2]1([N:8]([CH2:31][CH2:32][C:33]([O:35][CH2:36][CH3:37])=[O:34])[C:9]([C:11]2[CH:12]=[CH:13][C:14]3[S:18][C:17]([CH2:19][S:20]([C:21]4[CH:26]=[CH:25][C:24]([C:27](=[NH:28])[NH2:29])=[CH:23][CH:22]=4)=[O:38])=[N:16][C:15]=3[CH:30]=2)=[O:10])[CH:7]=[CH:6][CH:5]=[CH:4][CH:3]=1. The catalyst class is: 15. (7) Reactant: [Br:1][C:2]1[CH:3]=[C:4]2[CH:10]=[N:9][NH:8][C:5]2=[N:6][CH:7]=1.[Cl:11]N1C(=O)CCC1=O. Product: [Br:1][C:2]1[CH:3]=[C:4]2[C:10]([Cl:11])=[N:9][NH:8][C:5]2=[N:6][CH:7]=1. The catalyst class is: 23.